Predict which catalyst facilitates the given reaction. From a dataset of Catalyst prediction with 721,799 reactions and 888 catalyst types from USPTO. (1) Reactant: [Cl:1][C:2]1[CH:3]=[C:4]([CH2:8][O:9][C:10]2[CH:11]=[CH:12][C:13]([CH3:32])=[C:14]([C:16]([NH:18][C:19]3[CH:24]=[CH:23][C:22]([CH2:25][C:26]([O:28]CC)=[O:27])=[CH:21][C:20]=3[CH3:31])=[O:17])[CH:15]=2)[CH:5]=[CH:6][CH:7]=1.Cl. Product: [Cl:1][C:2]1[CH:3]=[C:4]([CH2:8][O:9][C:10]2[CH:11]=[CH:12][C:13]([CH3:32])=[C:14]([C:16]([NH:18][C:19]3[CH:24]=[CH:23][C:22]([CH2:25][C:26]([OH:28])=[O:27])=[CH:21][C:20]=3[CH3:31])=[O:17])[CH:15]=2)[CH:5]=[CH:6][CH:7]=1. The catalyst class is: 15. (2) Reactant: [Cl:1][C:2]1[N:7]=[C:6]([NH:8][C:9]2[CH:10]=[C:11]([CH2:15][CH2:16][C:17]3[CH:18]=[C:19]([NH:23]C(=O)OC(C)(C)C)[CH:20]=[N:21][CH:22]=3)[CH:12]=[CH:13][CH:14]=2)[C:5]([Cl:31])=[CH:4][N:3]=1.CO.[ClH:34]. Product: [ClH:1].[ClH:34].[NH2:23][C:19]1[CH:18]=[C:17]([CH2:16][CH2:15][C:11]2[CH:10]=[C:9]([NH:8][C:6]3[C:5]([Cl:31])=[CH:4][N:3]=[C:2]([Cl:1])[N:7]=3)[CH:14]=[CH:13][CH:12]=2)[CH:22]=[N:21][CH:20]=1. The catalyst class is: 12. (3) Reactant: C(OC(=O)[NH:7][C@@H:8]([CH3:22])[CH2:9][O:10][C:11]1[CH:16]=[CH:15][C:14]([F:17])=[CH:13][C:12]=1[C:18]([F:21])([F:20])[F:19])(C)(C)C.Cl. Product: [F:17][C:14]1[CH:15]=[CH:16][C:11]([O:10][CH2:9][CH:8]([NH2:7])[CH3:22])=[C:12]([C:18]([F:19])([F:20])[F:21])[CH:13]=1. The catalyst class is: 5. (4) Reactant: C(Cl)Cl.[C:4]([O:8][C:9]([N:11]([CH2:34][C:35]([O:37][C:38]([CH3:41])([CH3:40])[CH3:39])=[O:36])[C:12]1[CH:17]=[CH:16][CH:15]=[C:14]([CH2:18][NH:19][CH2:20][C:21]2[CH:26]=[CH:25][C:24]([C:27]([CH3:33])([CH3:32])[CH2:28][CH2:29][CH2:30][CH3:31])=[CH:23][CH:22]=2)[N:13]=1)=[O:10])([CH3:7])([CH3:6])[CH3:5].[O:42]1[CH:46]=[CH:45][CH:44]=[C:43]1[S:47](Cl)(=[O:49])=[O:48].C(N(CC)CC)C. Product: [C:4]([O:8][C:9]([N:11]([CH2:34][C:35]([O:37][C:38]([CH3:40])([CH3:39])[CH3:41])=[O:36])[C:12]1[CH:17]=[CH:16][CH:15]=[C:14]([CH:18]([S:47]([C:43]2[O:42][CH:46]=[CH:45][CH:44]=2)(=[O:49])=[O:48])[NH:19][CH2:20][C:21]2[CH:26]=[CH:25][C:24]([C:27]([CH3:33])([CH3:32])[CH2:28][CH2:29][CH2:30][CH3:31])=[CH:23][CH:22]=2)[N:13]=1)=[O:10])([CH3:7])([CH3:5])[CH3:6]. The catalyst class is: 6. (5) Reactant: Cl[CH2:2][C:3]1[C:12]2[C:7](=[CH:8][C:9]([O:13][CH2:14][C:15]3[CH:20]=[CH:19][CH:18]=[C:17]([Cl:21])[CH:16]=3)=[CH:10][CH:11]=2)[O:6][C:5](=[O:22])[CH:4]=1.C([O-])([O-])=O.[K+].[K+].[CH2:29]([NH2:36])[C:30]1[CH:35]=[CH:34][CH:33]=[CH:32][CH:31]=1. Product: [CH2:29]([NH:36][CH2:2][C:3]1[C:12]2[C:7](=[CH:8][C:9]([O:13][CH2:14][C:15]3[CH:20]=[CH:19][CH:18]=[C:17]([Cl:21])[CH:16]=3)=[CH:10][CH:11]=2)[O:6][C:5](=[O:22])[CH:4]=1)[C:30]1[CH:35]=[CH:34][CH:33]=[CH:32][CH:31]=1. The catalyst class is: 8. (6) Reactant: [CH:1]1([CH2:4][C:5]2[C:10]([F:11])=[C:9]([NH:12]C(C3C=CC=CC=3)(C3C=CC=CC=3)C3C=CC=CC=3)[CH:8]=[C:7]([CH:32](OCC)[O:33]CC)[N:6]=2)[CH2:3][CH2:2]1.OS(O)(=O)=O.CC#N. Product: [NH2:12][C:9]1[C:10]([F:11])=[C:5]([CH2:4][CH:1]2[CH2:3][CH2:2]2)[N:6]=[C:7]([CH:32]=[O:33])[CH:8]=1. The catalyst class is: 6. (7) Reactant: [C:1]1([CH2:7][C:8]([CH3:10])=[O:9])[CH:6]=[CH:5][CH:4]=[CH:3][CH:2]=1.[OH-].[K+].[CH3:13][C:14]1[CH:19]=[CH:18][CH:17]=[CH:16][CH:15]=1.[CH2:20](Cl)Cl. Product: [CH3:13][C:14]1[CH:19]=[CH:18][C:17]([CH2:20][CH:7]([C:1]2[CH:6]=[CH:5][CH:4]=[CH:3][CH:2]=2)[C:8](=[O:9])[CH3:10])=[CH:16][CH:15]=1. The catalyst class is: 568.